Predict the reactants needed to synthesize the given product. From a dataset of Full USPTO retrosynthesis dataset with 1.9M reactions from patents (1976-2016). (1) Given the product [Cl:1][C:2]1[C:7]2[N:6]([N:14]=[N:9][N:8]=2)[CH:5]=[CH:4][N:3]=1, predict the reactants needed to synthesize it. The reactants are: [Cl:1][C:2]1[C:7]([NH:8][NH2:9])=[N:6][CH:5]=[CH:4][N:3]=1.CC(O)=O.[N:14]([O-])=O.[Na+]. (2) Given the product [CH2:12]([O:11][C:9](=[O:10])[CH:8]([C:5]1[CH:4]=[CH:3][C:2]([Br:1])=[CH:7][CH:6]=1)[CH2:20][C:21]1[CH:26]=[CH:25][CH:24]=[CH:23][CH:22]=1)[CH3:13], predict the reactants needed to synthesize it. The reactants are: [Br:1][C:2]1[CH:7]=[CH:6][C:5]([CH2:8][C:9]([O:11][CH2:12][CH3:13])=[O:10])=[CH:4][CH:3]=1.CC(C)([O-])C.[K+].[CH2:20](Br)[C:21]1[CH:26]=[CH:25][CH:24]=[CH:23][CH:22]=1. (3) Given the product [F:28][CH:29]([F:34])[S:30]([N:13]1[C:14]2[C:19](=[CH:18][C:17]([F:20])=[CH:16][CH:15]=2)[CH:11]([C:5]2[N:4]=[C:3]([O:2][CH3:1])[N:8]=[C:7]([O:9][CH3:10])[N:6]=2)[C:12]1=[O:21])(=[O:32])=[O:31], predict the reactants needed to synthesize it. The reactants are: [CH3:1][O:2][C:3]1[N:8]=[C:7]([O:9][CH3:10])[N:6]=[C:5]([CH:11]2[C:19]3[C:14](=[CH:15][CH:16]=[C:17]([F:20])[CH:18]=3)[NH:13][C:12]2=[O:21])[N:4]=1.CN1C=CN=C1.[F:28][CH:29]([F:34])[S:30](Cl)(=[O:32])=[O:31].O. (4) Given the product [CH:41]1([CH:44]([O:46][C:38](=[O:39])[NH:1][C:2]2[CH:7]=[CH:6][C:5]([C:8]3[N:9]([CH:25]4[CH2:27][CH2:26]4)[C:10]4[C:15]([C:16]=3[C:17]#[N:18])=[CH:14][CH:13]=[C:12]([O:19][CH:20]3[CH2:24][CH2:23][CH2:22][O:21]3)[CH:11]=4)=[CH:4][CH:3]=2)[CH3:45])[CH2:43][CH2:42]1, predict the reactants needed to synthesize it. The reactants are: [NH2:1][C:2]1[CH:7]=[CH:6][C:5]([C:8]2[N:9]([CH:25]3[CH2:27][CH2:26]3)[C:10]3[C:15]([C:16]=2[C:17]#[N:18])=[CH:14][CH:13]=[C:12]([O:19][CH:20]2[CH2:24][CH2:23][CH2:22][O:21]2)[CH:11]=3)=[CH:4][CH:3]=1.C1C([N+]([O-])=O)=CC=C([Cl-][C:38]([O-])=[O:39])C=1.[CH:41]1([CH:44]([OH:46])[CH3:45])[CH2:43][CH2:42]1. (5) Given the product [CH2:24]([NH:28][C:29]([NH:1][C:2]1[CH:7]=[CH:6][CH:5]=[C:4]([C:8]2[N:13]3[N:14]=[CH:15][C:16]([C:17]([C:19]4[S:20][CH:21]=[CH:22][CH:23]=4)=[O:18])=[C:12]3[N:11]=[CH:10][CH:9]=2)[CH:3]=1)=[O:30])[CH2:25][CH2:26][CH3:27], predict the reactants needed to synthesize it. The reactants are: [NH2:1][C:2]1[CH:3]=[C:4]([C:8]2[N:13]3[N:14]=[CH:15][C:16]([C:17]([C:19]4[S:20][CH:21]=[CH:22][CH:23]=4)=[O:18])=[C:12]3[N:11]=[CH:10][CH:9]=2)[CH:5]=[CH:6][CH:7]=1.[CH2:24]([N:28]=[C:29]=[O:30])[CH2:25][CH2:26][CH3:27].C(N(CC)CC)C. (6) Given the product [C:4]([O:16][C:15]([N:2]([CH2:23][CH:20]1[CH2:21][CH2:22]1)[C@@H:3]1[CH2:5][C@H:4]1[C:6]1[S:10][CH:9]=[C:8]([C:11]([O:13][CH3:14])=[O:12])[CH:7]=1)=[O:18])([CH3:6])([CH3:5])[CH3:3], predict the reactants needed to synthesize it. The reactants are: Cl.[NH2:2][C@@H:3]1[CH2:5][C@H:4]1[C:6]1[S:10][CH:9]=[C:8]([C:11]([O:13][CH3:14])=[O:12])[CH:7]=1.[C:15](=[O:18])([O-])[OH:16].[Na+].[CH:20]1([CH:23]=O)[CH2:22][CH2:21]1.[BH4-].[Na+].